Dataset: Forward reaction prediction with 1.9M reactions from USPTO patents (1976-2016). Task: Predict the product of the given reaction. (1) The product is: [CH3:1][O:2][C:3]([C:4]1[C:5](=[O:11])[N:6]([CH3:17])[CH:7]=[C:8]([Br:10])[CH:9]=1)=[O:12]. Given the reactants [CH3:1][O:2][C:3](=[O:12])[C:4]1[CH:9]=[C:8]([Br:10])[CH:7]=[N:6][C:5]=1[OH:11].S(OC)(O[CH3:17])(=O)=O.C(N(CC)CC)C, predict the reaction product. (2) Given the reactants [CH:1](=O)[C:2]1[CH:7]=[CH:6][CH:5]=[CH:4][CH:3]=1.[C:9](#[N:13])[CH2:10][C:11]#[N:12].C(N(CC)CC)C.[CH3:21][O:22][C:23]1[CH:28]=[CH:27][C:26]([C:29]2[CH2:33][C:32](=[O:34])[N:31]([CH3:35])[N:30]=2)=[CH:25][CH:24]=1, predict the reaction product. The product is: [NH2:12][C:11]1[O:34][C:32]2[N:31]([CH3:35])[N:30]=[C:29]([C:26]3[CH:25]=[CH:24][C:23]([O:22][CH3:21])=[CH:28][CH:27]=3)[C:33]=2[CH:1]([C:2]2[CH:7]=[CH:6][CH:5]=[CH:4][CH:3]=2)[C:10]=1[C:9]#[N:13]. (3) The product is: [CH2:1]=[C:8]1[CH2:12][N:11]([C:13]([O:15][C:16]([CH3:19])([CH3:18])[CH3:17])=[O:14])[C@H:10]([C:20]([O:22][CH3:23])=[O:21])[CH2:9]1. Given the reactants [CH3:1]C(C)([O-])C.[K+].O=[C:8]1[CH2:12][N:11]([C:13]([O:15][C:16]([CH3:19])([CH3:18])[CH3:17])=[O:14])[C@H:10]([C:20]([O:22][CH3:23])=[O:21])[CH2:9]1, predict the reaction product. (4) Given the reactants Cl[C:2]1[N:7]=[C:6]([O:8][C@@H:9]([C@H:11]2[CH2:15][NH:14][C:13](=[O:16])[CH2:12]2)[CH3:10])[C:5]2=[CH:17][N:18]([CH3:20])[N:19]=[C:4]2[CH:3]=1.[CH3:21][O:22][C:23]1[CH:28]=[C:27](B2OC(C)(C)C(C)(C)O2)[CH:26]=[CH:25][C:24]=1[OH:38].C(=O)([O-])[O-].[Na+].[Na+], predict the reaction product. The product is: [OH:38][C:24]1[CH:25]=[CH:26][C:27]([C:2]2[N:7]=[C:6]([O:8][C@@H:9]([C@H:11]3[CH2:15][NH:14][C:13](=[O:16])[CH2:12]3)[CH3:10])[C:5]3=[CH:17][N:18]([CH3:20])[N:19]=[C:4]3[CH:3]=2)=[CH:28][C:23]=1[O:22][CH3:21]. (5) Given the reactants [F:1][C:2]1[CH:7]=[CH:6][C:5]([C:8]2[C:9]3[CH:21]=[CH:20][C:19](=[O:22])[N:18]([C:23]4[CH:28]=[CH:27][CH:26]=[CH:25][C:24]=4[F:29])[C:10]=3[N:11]=[C:12](S(C)(=O)=O)[N:13]=2)=[C:4]([CH3:30])[CH:3]=1.[CH2:31]([NH2:33])[CH3:32], predict the reaction product. The product is: [CH2:31]([NH:33][C:12]1[N:13]=[C:8]([C:5]2[CH:6]=[CH:7][C:2]([F:1])=[CH:3][C:4]=2[CH3:30])[C:9]2[CH:21]=[CH:20][C:19](=[O:22])[N:18]([C:23]3[CH:28]=[CH:27][CH:26]=[CH:25][C:24]=3[F:29])[C:10]=2[N:11]=1)[CH3:32].